The task is: Predict the reactants needed to synthesize the given product.. This data is from Full USPTO retrosynthesis dataset with 1.9M reactions from patents (1976-2016). (1) Given the product [CH2:10]([C@@H:14]1[NH:19][CH2:18][C@H:17]([C:20]2[CH:21]=[CH:23][CH:7]=[CH:2][CH:3]=2)[NH:16][C:15]1=[O:24])[CH:11]=[CH2:13], predict the reactants needed to synthesize it. The reactants are: N[C@@H:2]([CH2:7]C=C)[C:3](OC)=O.[CH2:10]([C@@H:14]1[NH:19][CH2:18][C@H:17]([CH2:20][CH:21]([CH3:23])C)[NH:16][C:15]1=[O:24])[CH:11]([CH3:13])C. (2) Given the product [C:1]12([CH2:11][C:12]([N:46]3[CH2:45][CH2:44][C:43]4[C:48](=[CH:49][C:50]([O:51][CH3:52])=[C:41]([O:40][CH2:33][C:34]5[CH:35]=[CH:36][CH:37]=[CH:38][CH:39]=5)[CH:42]=4)[CH2:47]3)=[O:13])[CH2:8][CH:7]3[CH2:6][CH:5]([CH2:4][CH:3]([CH2:9]3)[CH2:2]1)[CH2:10]2, predict the reactants needed to synthesize it. The reactants are: [C:1]12([CH2:11][C:12](O)=[O:13])[CH2:10][CH:5]3[CH2:6][CH:7]([CH2:9][CH:3]([CH2:4]3)[CH2:2]1)[CH2:8]2.CCN=C=NCCCN(C)C.C(N(CC)CC)C.[CH2:33]([O:40][C:41]1[CH:42]=[C:43]2[C:48](=[CH:49][C:50]=1[O:51][CH3:52])[CH2:47][NH:46][CH2:45][CH2:44]2)[C:34]1[CH:39]=[CH:38][CH:37]=[CH:36][CH:35]=1. (3) Given the product [Cl:31][C:32]1[CH:33]=[C:34]([C:39]([C:41]2[CH:42]=[C:43]([CH:47]=[CH:48][CH:49]=2)[C:44]([NH:1][CH2:2][C:3]2[CH:4]=[C:5]([C:10]3[CH:15]=[CH:14][CH:13]=[C:12]([CH2:16][N:17]4[CH2:22][CH2:21][NH:20][C@@H:19]([CH3:30])[CH2:18]4)[CH:11]=3)[CH:6]=[CH:7][C:8]=2[F:9])=[O:46])=[O:40])[CH:35]=[CH:36][C:37]=1[Cl:38], predict the reactants needed to synthesize it. The reactants are: [NH2:1][CH2:2][C:3]1[CH:4]=[C:5]([C:10]2[CH:15]=[CH:14][CH:13]=[C:12]([CH2:16][N:17]3[CH2:22][CH2:21][N:20](C(OC(C)(C)C)=O)[C@@H:19]([CH3:30])[CH2:18]3)[CH:11]=2)[CH:6]=[CH:7][C:8]=1[F:9].[Cl:31][C:32]1[CH:33]=[C:34]([C:39]([C:41]2[CH:42]=[C:43]([CH:47]=[CH:48][CH:49]=2)[C:44]([OH:46])=O)=[O:40])[CH:35]=[CH:36][C:37]=1[Cl:38].CN(C(ON1N=NC2C=CC=NC1=2)=[N+](C)C)C.F[P-](F)(F)(F)(F)F.C(N(C(C)C)CC)(C)C. (4) Given the product [C:13]([N:17]1[CH:21]=[C:20]([C:2]2[CH:3]=[C:4]([OH:12])[C:5]3[N:6]([N:8]=[C:9]([CH3:11])[CH:10]=3)[CH:7]=2)[CH:19]=[N:18]1)([CH3:16])([CH3:15])[CH3:14], predict the reactants needed to synthesize it. The reactants are: Cl[C:2]1[CH:3]=[C:4]([OH:12])[C:5]2[N:6]([N:8]=[C:9]([CH3:11])[CH:10]=2)[CH:7]=1.[C:13]([N:17]1[CH:21]=[C:20](B2OC(C)(C)C(C)(C)O2)[CH:19]=[N:18]1)([CH3:16])([CH3:15])[CH3:14].C([O-])([O-])=O.[Cs+].[Cs+].COCCOC. (5) Given the product [CH:19]([O:18][C:15]1[CH:16]=[CH:17][C:12]([NH:11][C:9]([NH:8][C:5]2[CH:6]=[CH:7][C:2]3[N:33]([CH2:32][CH2:31][N:30]4[CH2:29][CH2:28][O:27][CH2:26][CH2:25]4)[C:34]([CH3:35])=[N:22][C:3]=3[CH:4]=2)=[O:10])=[CH:13][CH:14]=1)([CH3:21])[CH3:20], predict the reactants needed to synthesize it. The reactants are: F[C:2]1[CH:7]=[CH:6][C:5]([NH:8][C:9]([NH:11][C:12]2[CH:17]=[CH:16][C:15]([O:18][CH:19]([CH3:21])[CH3:20])=[CH:14][CH:13]=2)=[O:10])=[CH:4][C:3]=1[N+:22]([O-])=O.[CH2:25]1[N:30]([CH2:31][CH2:32][NH2:33])[CH2:29][CH2:28][O:27][CH2:26]1.[C:34](OCC)(=O)[CH3:35]. (6) The reactants are: C1(S([N:10]2[CH2:15][CH2:14][N:13]([C:16]3[CH:17]=[CH:18][C:19]4[O:23][C:22]([C:24]([O:26][CH3:27])=[O:25])=[CH:21][C:20]=4[CH:28]=3)[CH2:12][CH2:11]2)(=O)=O)C=CC=CC=1.S(=O)(=O)(O)O.[OH-].[NH4+]. Given the product [N:13]1([C:16]2[CH:17]=[CH:18][C:19]3[O:23][C:22]([C:24]([O:26][CH3:27])=[O:25])=[CH:21][C:20]=3[CH:28]=2)[CH2:12][CH2:11][NH:10][CH2:15][CH2:14]1, predict the reactants needed to synthesize it.